From a dataset of Catalyst prediction with 721,799 reactions and 888 catalyst types from USPTO. Predict which catalyst facilitates the given reaction. Reactant: [CH3:1][C:2]1[C@@H:19]([O:20][C:21]([C@H:23]([OH:40])[C@@H:24]([NH:31][C:32]([C:34]2[CH:35]=[CH:36][CH:37]=[CH:38][CH:39]=2)=[O:33])[C:25]2[CH:26]=[CH:27][CH:28]=[CH:29][CH:30]=2)=[O:22])[CH2:18][C@:14]2([OH:41])[C:15]([CH3:17])([CH3:16])[C:3]=1[C@@H:4]([O:59][C:60]([CH3:62])=[O:61])[C:5]([C@@:7]1([CH3:58])[C@H:12]([C@@H:13]2[O:42][C:43]([C:45]2[CH:46]=[CH:47][CH:48]=[CH:49][CH:50]=2)=[O:44])[C@:11]2([O:53][C:54]([CH3:56])=[O:55])[CH2:51][O:52][C@@H:10]2[CH2:9][C@@H:8]1[OH:57])=[O:6].[CH2:63]1[C@@H:67]([CH2:68][CH2:69][CH2:70][CH2:71][C:72]([OH:74])=[O:73])[S:66][S:65][CH2:64]1.C1(N=C=NC2CCCCC2)CCCCC1. Product: [CH3:1][C:2]1[C@@H:19]([O:20][C:21]([C@H:23]([OH:40])[C@@H:24]([NH:31][C:32]([C:34]2[CH:39]=[CH:38][CH:37]=[CH:36][CH:35]=2)=[O:33])[C:25]2[CH:26]=[CH:27][CH:28]=[CH:29][CH:30]=2)=[O:22])[CH2:18][C@:14]2([OH:41])[C:15]([CH3:16])([CH3:17])[C:3]=1[C@@H:4]([O:59][C:60]([CH3:62])=[O:61])[C:5]([C@@:7]1([CH3:58])[C@H:12]([C@@H:13]2[O:42][C:43]([C:45]2[CH:50]=[CH:49][CH:48]=[CH:47][CH:46]=2)=[O:44])[C@:11]2([O:53][C:54]([CH3:56])=[O:55])[CH2:51][O:52][C@@H:10]2[CH2:9][C@@H:8]1[OH:57])=[O:6].[CH2:63]1[C@@H:67]([CH2:68][CH2:69][CH2:70][CH2:71][C:72]([OH:74])=[O:73])[S:66][S:65][CH2:64]1. The catalyst class is: 172.